Dataset: Forward reaction prediction with 1.9M reactions from USPTO patents (1976-2016). Task: Predict the product of the given reaction. (1) Given the reactants [I:1][C:2]1[CH:3]=[C:4]([CH:8]=[CH:9][CH:10]=1)[C:5](Cl)=[O:6].Cl.[C:12]([C:14]1[CH:21]=[CH:20][C:17]([CH2:18][NH2:19])=[CH:16][CH:15]=1)#[N:13].N1C=CC=CC=1, predict the reaction product. The product is: [C:12]([C:14]1[CH:21]=[CH:20][C:17]([CH2:18][NH:19][C:5](=[O:6])[C:4]2[CH:8]=[CH:9][CH:10]=[C:2]([I:1])[CH:3]=2)=[CH:16][CH:15]=1)#[N:13]. (2) Given the reactants C(OC(=O)[NH:7][C:8]1[CH:13]=[C:12]([Cl:14])[C:11]([C:15]2[S:16][C:17]3[C:18](Cl)=[N:19][CH:20]=[C:21]([F:24])[C:22]=3[N:23]=2)=[C:10]([Cl:26])[CH:9]=1)(C)(C)C.[Cl:28]C1[C:34]2S[C:36](C3C(Cl)=CC(I)=CC=3Cl)=[N:37][C:33]=2[C:32](F)=[CH:31][N:30]=1.C(=O)(OC(C)(C)C)[NH2:49].CC1(C)C2C(=C(P(C3C=CC=CC=3)C3C=CC=CC=3)C=CC=2)OC2C(P(C3C=CC=CC=3)C3C=CC=CC=3)=CC=CC1=2.[O-]P([O-])([O-])=O.[K+].[K+].[K+].[OH2:106], predict the reaction product. The product is: [ClH:14].[ClH:28].[NH2:7][C:8]1[CH:9]=[C:10]([Cl:26])[C:11]([C:15]2[S:16][C:17]3[C:18]([NH:49][C:31]4[N:30]=[CH:36][N:37]=[C:33]([CH2:34][OH:106])[CH:32]=4)=[N:19][CH:20]=[C:21]([F:24])[C:22]=3[N:23]=2)=[C:12]([Cl:14])[CH:13]=1.